From a dataset of Reaction yield outcomes from USPTO patents with 853,638 reactions. Predict the reaction yield, written as a fraction of the theoretical maximum amount of product (1.0 means a 100% yield; for example, 0.34 means a 34% yield). (1) The reactants are [Cl:1][C:2]1[CH:3]=[C:4]([C:7]([O:9][N:10]=[C:11]([CH:13]2[CH2:19][CH2:18][CH2:17][N:16]([C:20]3[CH:25]=[CH:24][C:23]([F:26])=[CH:22][CH:21]=3)[C:15](=[O:27])[CH2:14]2)[NH2:12])=O)[NH:5][CH:6]=1.CCCC[N+](CCCC)(CCCC)CCCC.[F-]. The catalyst is C1COCC1. The product is [Cl:1][C:2]1[CH:3]=[C:4]([C:7]2[O:9][N:10]=[C:11]([CH:13]3[CH2:19][CH2:18][CH2:17][N:16]([C:20]4[CH:25]=[CH:24][C:23]([F:26])=[CH:22][CH:21]=4)[C:15](=[O:27])[CH2:14]3)[N:12]=2)[NH:5][CH:6]=1. The yield is 0.610. (2) The reactants are [C:1]([C:3]1([CH3:6])[CH2:5][CH2:4]1)#[CH:2].Cl/[C:8](=[N:14]\[OH:15])/[C:9]([O:11][CH2:12][CH3:13])=[O:10].C(N(CC)CC)C. The catalyst is C(OCC)C. The product is [CH2:12]([O:11][C:9]([C:8]1[CH:2]=[C:1]([C:3]2([CH3:6])[CH2:5][CH2:4]2)[O:15][N:14]=1)=[O:10])[CH3:13]. The yield is 0.650. (3) The reactants are [CH3:1][C:2]1([CH3:15])[CH2:13][C:12]2[CH:11]=[C:10]3[N:5]([CH2:6][CH2:7][NH:8][C:9]3=[O:14])[C:4]=2[CH2:3]1.[C:16]([O:19][CH2:20][C:21]1[C:26]([Br:27])=[CH:25][C:24]([F:28])=[CH:23][C:22]=1Br)(=[O:18])[CH3:17].C(=O)([O-])[O-].[Cs+].[Cs+].CC1(C)C2C(=C(P(C3C=CC=CC=3)C3C=CC=CC=3)C=CC=2)OC2C(P(C3C=CC=CC=3)C3C=CC=CC=3)=CC=CC1=2. The catalyst is O1CCOCC1.[Pd].[Pd].C(=CC(C=CC1C=CC=CC=1)=O)C1C=CC=CC=1.C(=CC(C=CC1C=CC=CC=1)=O)C1C=CC=CC=1.C(=CC(C=CC1C=CC=CC=1)=O)C1C=CC=CC=1.C(OCC)(=O)C.O. The product is [C:16]([O:19][CH2:20][C:21]1[C:22]([N:8]2[CH2:7][CH2:6][N:5]3[C:10](=[CH:11][C:12]4[CH2:13][C:2]([CH3:15])([CH3:1])[CH2:3][C:4]=43)[C:9]2=[O:14])=[CH:23][C:24]([F:28])=[CH:25][C:26]=1[Br:27])(=[O:18])[CH3:17]. The yield is 0.560. (4) The reactants are C(OC(=O)[NH:7][O:8][CH2:9][CH2:10][N:11]1[CH2:16][CH2:15][O:14][CH2:13][CH2:12]1)(C)(C)C.O1CCOCC1.[ClH:24]. The catalyst is CO. The product is [ClH:24].[ClH:24].[N:11]1([CH2:10][CH2:9][O:8][NH2:7])[CH2:16][CH2:15][O:14][CH2:13][CH2:12]1. The yield is 0.780.